From a dataset of Catalyst prediction with 721,799 reactions and 888 catalyst types from USPTO. Predict which catalyst facilitates the given reaction. Reactant: [Cl:1][C:2]1[C:10]([N:11]([CH3:20])[S:12]([C:15]2[S:16][CH:17]=[CH:18][CH:19]=2)(=[O:14])=[O:13])=[C:9]2[C:5]([CH:6]=[C:7]([C:21]([O:23]CC)=[O:22])[NH:8]2)=[CH:4][CH:3]=1.[OH-].[Na+].O1CCCC1. Product: [Cl:1][C:2]1[C:10]([N:11]([CH3:20])[S:12]([C:15]2[S:16][CH:17]=[CH:18][CH:19]=2)(=[O:14])=[O:13])=[C:9]2[C:5]([CH:6]=[C:7]([C:21]([OH:23])=[O:22])[NH:8]2)=[CH:4][CH:3]=1. The catalyst class is: 5.